This data is from Forward reaction prediction with 1.9M reactions from USPTO patents (1976-2016). The task is: Predict the product of the given reaction. (1) The product is: [C:11]([O:15][C:16]([N:18]1[CH2:19][CH:20]=[C:21]([C:6]2[C:5]3[C:9](=[CH:10][C:2]([Cl:1])=[CH:3][CH:4]=3)[NH:8][CH:7]=2)[CH2:22][CH2:23]1)=[O:17])([CH3:14])([CH3:12])[CH3:13]. Given the reactants [Cl:1][C:2]1[CH:10]=[C:9]2[C:5]([CH:6]=[CH:7][NH:8]2)=[CH:4][CH:3]=1.[C:11]([O:15][C:16]([N:18]1[CH2:23][CH2:22][C:21](=O)[CH2:20][CH2:19]1)=[O:17])([CH3:14])([CH3:13])[CH3:12].N1CCCC1, predict the reaction product. (2) Given the reactants [S:1]1[C:5]2[CH:6]=[C:7]([NH:10][C:11]3[CH:21]=[C:20]([NH:22][CH:23]([CH3:25])[CH3:24])[C:14]([C:15]([O:17]CC)=[O:16])=[CH:13][N:12]=3)[CH:8]=[CH:9][C:4]=2[N:3]=[CH:2]1.[OH-].[Li+], predict the reaction product. The product is: [S:1]1[C:5]2[CH:6]=[C:7]([NH:10][C:11]3[CH:21]=[C:20]([NH:22][CH:23]([CH3:25])[CH3:24])[C:14]([C:15]([OH:17])=[O:16])=[CH:13][N:12]=3)[CH:8]=[CH:9][C:4]=2[N:3]=[CH:2]1. (3) Given the reactants [C:1]([O:5][C:6](=[O:37])[NH:7][C:8]([C:10]1[S:11][C:12]([S:35][CH3:36])=[C:13]([S:15]([C:18]2[CH:19]=[C:20]([C:24]3[C:29]([NH2:30])=[CH:28][C:27]([N+:31]([O-])=O)=[CH:26][C:25]=3[CH3:34])[CH:21]=[CH:22][CH:23]=2)(=[O:17])=[O:16])[CH:14]=1)=[NH:9])([CH3:4])([CH3:3])[CH3:2].CCN(CC)CC.[CH3:45][O:46][C:47](=[O:55])[CH2:48][CH2:49][CH2:50][CH2:51][C:52](Cl)=[O:53], predict the reaction product. The product is: [CH3:45][O:46][C:47](=[O:55])[CH2:48][CH2:49][CH2:50][CH2:51][C:52](=[O:53])[NH:30][C:29]1[CH:28]=[C:27]([NH2:31])[CH:26]=[C:25]([CH3:34])[C:24]=1[C:20]1[CH:21]=[CH:22][CH:23]=[C:18]([S:15]([C:13]2[CH:14]=[C:10]([C:8]([NH:7][C:6]([O:5][C:1]([CH3:4])([CH3:3])[CH3:2])=[O:37])=[NH:9])[S:11][C:12]=2[S:35][CH3:36])(=[O:17])=[O:16])[CH:19]=1. (4) Given the reactants [CH3:1][CH2:2]N(C(C)C)C(C)C.[C:10]1([C:24]2[CH:29]=[CH:28][CH:27]=[CH:26][CH:25]=2)[CH:15]=[CH:14][C:13]([N:16](C)[C:17](=[O:22])[CH2:18][C:19]([OH:21])=O)=[CH:12][CH:11]=1.C1C=CC2N(O)N=NC=2C=1.CCN=C=NCCCN(C)C.Cl.Cl.[Br:53][C:54]1[CH:59]=[CH:58][CH:57]=[CH:56][C:55]=1[C:60]([N:62]1[CH2:67][CH2:66][NH:65][CH2:64][CH2:63]1)=[O:61], predict the reaction product. The product is: [C:10]1([C:24]2[CH:25]=[CH:26][CH:27]=[CH:28][CH:29]=2)[CH:11]=[CH:12][C:13]([NH:16][C:17]([C:18]2([C:19]([N:65]3[CH2:64][CH2:63][N:62]([C:60](=[O:61])[C:55]4[CH:56]=[CH:57][CH:58]=[CH:59][C:54]=4[Br:53])[CH2:67][CH2:66]3)=[O:21])[CH2:2][CH2:1]2)=[O:22])=[CH:14][CH:15]=1. (5) Given the reactants [Cl:1][C:2]1[CH:7]=[C:6]([F:8])[CH:5]=[CH:4][C:3]=1[S:9][C@H:10]1[CH2:14][NH:13][C@H:12]([C:15]([NH:17][C:18]2([C:21]#[N:22])[CH2:20][CH2:19]2)=[O:16])[CH2:11]1.[CH2:23]([O:25][C:26]([N:28]1[CH2:33][CH2:32][CH:31]([N:34]2[CH2:37][CH2:36][CH:35]2[C:38]([O-])=[O:39])[CH2:30][CH2:29]1)=[O:27])[CH3:24].[Li+], predict the reaction product. The product is: [Cl:1][C:2]1[CH:7]=[C:6]([F:8])[CH:5]=[CH:4][C:3]=1[S:9][C@H:10]1[CH2:14][N:13]([C:38]([CH:35]2[CH2:36][CH2:37][N:34]2[CH:31]2[CH2:30][CH2:29][N:28]([C:26]([O:25][CH2:23][CH3:24])=[O:27])[CH2:33][CH2:32]2)=[O:39])[C@H:12]([C:15](=[O:16])[NH:17][C:18]2([C:21]#[N:22])[CH2:20][CH2:19]2)[CH2:11]1. (6) Given the reactants [CH2:1]([N:8]([CH2:31][C:32]1[CH:37]=[CH:36][CH:35]=[CH:34][CH:33]=1)[C:9]1[C:14]2[N:15]=[C:16]([CH2:26][O:27][CH2:28][CH3:29])[N:17]([NH:18]C(=O)OC(C)(C)C)[C:13]=2[CH:12]=[C:11]([CH3:30])[N:10]=1)[C:2]1[CH:7]=[CH:6][CH:5]=[CH:4][CH:3]=1, predict the reaction product. The product is: [CH2:31]([N:8]([CH2:1][C:2]1[CH:3]=[CH:4][CH:5]=[CH:6][CH:7]=1)[C:9]1[C:14]2[N:15]=[C:16]([CH2:26][O:27][CH2:28][CH3:29])[N:17]([NH2:18])[C:13]=2[CH:12]=[C:11]([CH3:30])[N:10]=1)[C:32]1[CH:33]=[CH:34][CH:35]=[CH:36][CH:37]=1. (7) Given the reactants [N:1]12[CH2:8][CH2:7][C:4]([C:9]([O:11][CH2:12][C:13]3[CH:18]=[CH:17][CH:16]=[C:15]([F:19])[CH:14]=3)=[O:10])([CH2:5][CH2:6]1)[CH2:3][CH2:2]2.[Cl:20][CH2:21][C:22]([C:24]1[S:25][CH:26]=[CH:27][CH:28]=1)=[O:23], predict the reaction product. The product is: [Cl-:20].[F:19][C:15]1[CH:14]=[C:13]([CH:18]=[CH:17][CH:16]=1)[CH2:12][O:11][C:9]([C:4]12[CH2:5][CH2:6][N+:1]([CH2:21][C:22](=[O:23])[C:24]3[S:25][CH:26]=[CH:27][CH:28]=3)([CH2:8][CH2:7]1)[CH2:2][CH2:3]2)=[O:10]. (8) Given the reactants [OH:1][NH:2][C:3]([N:5]1[CH2:10][CH2:9][CH:8]([CH2:11][CH2:12][CH2:13][OH:14])[CH2:7][CH2:6]1)=[NH:4].[C:15](O)(=O)[CH2:16][CH2:17][CH3:18], predict the reaction product. The product is: [CH2:16]([C:15]1[O:1][N:2]=[C:3]([N:5]2[CH2:10][CH2:9][CH:8]([CH2:11][CH2:12][CH2:13][OH:14])[CH2:7][CH2:6]2)[N:4]=1)[CH2:17][CH3:18]. (9) Given the reactants [Cl:1][C:2]1[CH:3]=[C:4]([NH:9][C:10]2[C:11]3[CH2:18][C:17](=[O:19])[NH:16][C:12]=3[N:13]=[CH:14][N:15]=2)[CH:5]=[CH:6][C:7]=1[F:8].[CH:20]([C:22]1[NH:26][C:25]([CH2:27][CH2:28][C:29]([OH:31])=[O:30])=[CH:24][C:23]=1[CH3:32])=O, predict the reaction product. The product is: [Cl:1][C:2]1[CH:3]=[C:4]([NH:9][C:10]2[C:11]3[C:18](=[CH:20][C:22]4[NH:26][C:25]([CH2:27][CH2:28][C:29]([OH:31])=[O:30])=[CH:24][C:23]=4[CH3:32])[C:17](=[O:19])[NH:16][C:12]=3[N:13]=[CH:14][N:15]=2)[CH:5]=[CH:6][C:7]=1[F:8]. (10) Given the reactants Cl.[Cl:2][C:3]1[N:11]=[C:10]2[C:6]([N:7]=[C:8]([C:18]([OH:21])([CH3:20])[CH3:19])[N:9]2C2CCCCO2)=[C:5]([Cl:22])[N:4]=1, predict the reaction product. The product is: [Cl:2][C:3]1[N:11]=[C:10]2[C:6]([N:7]=[C:8]([C:18]([OH:21])([CH3:20])[CH3:19])[NH:9]2)=[C:5]([Cl:22])[N:4]=1.